Dataset: Forward reaction prediction with 1.9M reactions from USPTO patents (1976-2016). Task: Predict the product of the given reaction. (1) The product is: [Br:1][C:2]1[CH:10]=[CH:9][C:5]([C:6]([O:8][C:5]([CH3:9])([CH3:6])[CH3:4])=[O:7])=[C:4]([F:11])[CH:3]=1. Given the reactants [Br:1][C:2]1[CH:10]=[CH:9][C:5]([C:6]([OH:8])=[O:7])=[C:4]([F:11])[CH:3]=1, predict the reaction product. (2) Given the reactants [CH3:1][O:2][C:3]1[CH:16]=[C:15]([O:17][CH3:18])[CH:14]=[CH:13][C:4]=1[CH2:5][NH:6][C:7]1[CH:12]=[CH:11][N:10]=[CH:9][N:8]=1.[F:19][C:20]1[CH:25]=[CH:24][C:23]([S:26](Cl)(=[O:28])=[O:27])=[CH:22][C:21]=1[C:30]([F:33])([F:32])[F:31].N12CCN(CC1)CC2, predict the reaction product. The product is: [CH3:1][O:2][C:3]1[CH:16]=[C:15]([O:17][CH3:18])[CH:14]=[CH:13][C:4]=1[CH2:5][N:6]([C:7]1[CH:12]=[CH:11][N:10]=[CH:9][N:8]=1)[S:26]([C:23]1[CH:24]=[CH:25][C:20]([F:19])=[C:21]([C:30]([F:33])([F:31])[F:32])[CH:22]=1)(=[O:28])=[O:27]. (3) Given the reactants [F:1][C:2]([F:26])([F:25])[CH:3]([C:16]1[CH:21]=[C:20]([Cl:22])[C:19]([Cl:23])=[C:18]([Cl:24])[CH:17]=1)/[CH:4]=[CH:5]/[C:6]1[CH:7]=[C:8]2[C:12](=[CH:13][CH:14]=1)[C:11](=O)[CH2:10][CH2:9]2.C([O-])(=O)C.[NH4+].[BH3-]C#[N:34].[Na+], predict the reaction product. The product is: [F:1][C:2]([F:26])([F:25])[CH:3]([C:16]1[CH:21]=[C:20]([Cl:22])[C:19]([Cl:23])=[C:18]([Cl:24])[CH:17]=1)/[CH:4]=[CH:5]/[C:6]1[CH:7]=[C:8]2[C:12](=[CH:13][CH:14]=1)[CH:11]([NH2:34])[CH2:10][CH2:9]2.